From a dataset of Forward reaction prediction with 1.9M reactions from USPTO patents (1976-2016). Predict the product of the given reaction. (1) Given the reactants [C:9](O[C:9]([O:11][C:12]([CH3:15])([CH3:14])[CH3:13])=[O:10])([O:11][C:12]([CH3:15])([CH3:14])[CH3:13])=[O:10].[F:16][C:17]1[CH:22]=[CH:21][C:20]([N+:23]([O-:25])=[O:24])=[CH:19][C:18]=1[C@:26]12[CH2:34][CH2:33][CH2:32][C@H:31]1[CH2:30][S:29][C:28]([NH2:35])=[N:27]2.[OH2:36], predict the reaction product. The product is: [F:16][C:17]1[CH:22]=[CH:21][C:20]([N+:23]([O-:25])=[O:24])=[CH:19][C:18]=1[C@:26]12[CH2:34][CH2:33][CH2:32][C@H:31]1[CH2:30][S:29][C:28]([N:35]([C:9]([O:11][C:12]([CH3:13])([CH3:14])[CH3:15])=[O:10])[C:9]([O:11][C:12]([CH3:15])([CH3:14])[CH3:13])=[O:36])=[N:27]2. (2) Given the reactants [CH3:1][C:2]1[CH:7]=[C:6]([CH3:8])[CH:5]=[CH:4][C:3]=1[N+:9]([O-:11])=[O:10].Cl[S:13]([OH:16])(=O)=[O:14].[CH3:17][NH:18][CH3:19], predict the reaction product. The product is: [CH3:8][C:6]1[CH:7]=[C:2]([CH3:1])[C:3]([N+:9]([O-:11])=[O:10])=[CH:4][C:5]=1[S:13]([N:18]([CH3:19])[CH3:17])(=[O:16])=[O:14].